From a dataset of Reaction yield outcomes from USPTO patents with 853,638 reactions. Predict the reaction yield, written as a fraction of the theoretical maximum amount of product (1.0 means a 100% yield; for example, 0.34 means a 34% yield). The reactants are S(=O)(=O)(O)O.[N+:6]([O-:9])(O)=[O:7].[CH:10]1[C:15]2[CH2:16][CH2:17][C:18](=[O:21])[CH2:19][CH2:20][C:14]=2[CH:13]=[CH:12][CH:11]=1. The product is [N+:6]([C:12]1[CH:11]=[CH:10][C:15]2[CH2:16][CH2:17][C:18](=[O:21])[CH2:19][CH2:20][C:14]=2[CH:13]=1)([O-:9])=[O:7]. The catalyst is [N+](C)([O-])=O. The yield is 0.400.